The task is: Predict the reactants needed to synthesize the given product.. This data is from Full USPTO retrosynthesis dataset with 1.9M reactions from patents (1976-2016). Given the product [CH2:28]([N:22]1[CH2:23][C@@H:5]([C:6]2[CH:11]=[CH:10][CH:9]=[CH:8][CH:7]=2)[C@H:4]([N+:1]([O-:3])=[O:2])[CH2:21]1)[C:29]1[CH:34]=[CH:33][CH:32]=[CH:31][CH:30]=1, predict the reactants needed to synthesize it. The reactants are: [N+:1](/[CH:4]=[CH:5]/[C:6]1[CH:11]=[CH:10][CH:9]=[CH:8][CH:7]=1)([O-:3])=[O:2].C(O)(C(F)(F)F)=O.CO[CH2:21][N:22]([CH2:28][C:29]1[CH:34]=[CH:33][CH:32]=[CH:31][CH:30]=1)[CH2:23][Si](C)(C)C.